Predict the product of the given reaction. From a dataset of Forward reaction prediction with 1.9M reactions from USPTO patents (1976-2016). (1) The product is: [CH:6]12[O:9][CH:2]([CH2:8][CH2:7]1)[CH2:3][N:4]([C:15]1[N:16]=[C:11]([Cl:10])[N:12]=[C:13]([N:18]3[CH2:19][CH2:20][N:21]([C:24]([O:26][C:27]([CH3:30])([CH3:29])[CH3:28])=[O:25])[CH2:22][CH2:23]3)[N:14]=1)[CH2:5]2. Given the reactants Cl.[CH:2]12[O:9][CH:6]([CH2:7][CH2:8]1)[CH2:5][NH:4][CH2:3]2.[Cl:10][C:11]1[N:16]=[C:15](Cl)[N:14]=[C:13]([N:18]2[CH2:23][CH2:22][N:21]([C:24]([O:26][C:27]([CH3:30])([CH3:29])[CH3:28])=[O:25])[CH2:20][CH2:19]2)[N:12]=1.C(=O)([O-])[O-].[Na+].[Na+], predict the reaction product. (2) Given the reactants [Cl:1][C:2]1[CH:3]=[C:4]([C:9]2([CH2:15][CH2:16][OH:17])[O:14][CH2:13][CH2:12][NH:11][CH2:10]2)[CH:5]=[CH:6][C:7]=1[Cl:8].C(N(CC)CC)C.[CH3:25][O:26][C:27]1[CH:28]=[C:29]([CH:33]=[C:34]([O:38][CH3:39])[C:35]=1[O:36][CH3:37])[C:30](Cl)=[O:31].CN(C1C=CC=CN=1)C.[N+:49]([C:52]1[CH:57]=[CH:56][C:55]([S:58](Cl)(=[O:60])=[O:59])=[CH:54][CH:53]=1)([O-:51])=[O:50].Cl, predict the reaction product. The product is: [N+:49]([C:52]1[CH:53]=[CH:54][C:55]([S:58]([O:17][CH2:16][CH2:15][C:9]2([C:4]3[CH:5]=[CH:6][C:7]([Cl:8])=[C:2]([Cl:1])[CH:3]=3)[O:14][CH2:13][CH2:12][N:11]([C:30](=[O:31])[C:29]3[CH:28]=[C:27]([O:26][CH3:25])[C:35]([O:36][CH3:37])=[C:34]([O:38][CH3:39])[CH:33]=3)[CH2:10]2)(=[O:60])=[O:59])=[CH:56][CH:57]=1)([O-:51])=[O:50]. (3) The product is: [Br:4][C:5]1[C:6]([F:17])=[CH:7][CH:8]=[C:9]2[C:14]=1[NH:13][C:12](=[O:15])[C:11]([CH3:16])=[N:10]2. Given the reactants O.OO.[Br:4][C:5]1[C:6]([F:17])=[CH:7][CH:8]=[C:9]2[C:14]=1[NH:13][C:12](=[O:15])[CH:11]([CH3:16])[NH:10]2.[OH-].[Na+], predict the reaction product. (4) Given the reactants [Cl:1][C:2]1[CH:3]=[C:4]([C:8]#[C:9][C@@H:10]2[N:14]3[CH2:15][CH2:16][NH:17][CH2:18][C@@H:13]3[CH2:12][CH2:11]2)[CH:5]=[CH:6][CH:7]=1.Cl[C:20]1[C:25]([C:26]#[N:27])=[N:24][CH:23]=[CH:22][N:21]=1.CCN(CC)CC, predict the reaction product. The product is: [Cl:1][C:2]1[CH:3]=[C:4]([C:8]#[C:9][C@@H:10]2[N:14]3[CH2:15][CH2:16][N:17]([C:20]4[C:25]([C:26]#[N:27])=[N:24][CH:23]=[CH:22][N:21]=4)[CH2:18][C@@H:13]3[CH2:12][CH2:11]2)[CH:5]=[CH:6][CH:7]=1. (5) Given the reactants [Br:1][C:2]1[CH:3]=[C:4]([CH:8]=[C:9]([N+:11]([O-:13])=[O:12])[CH:10]=1)[C:5]([OH:7])=[O:6].S(Cl)(Cl)=O.[CH3:18]O, predict the reaction product. The product is: [CH3:18][O:6][C:5](=[O:7])[C:4]1[CH:8]=[C:9]([N+:11]([O-:13])=[O:12])[CH:10]=[C:2]([Br:1])[CH:3]=1. (6) Given the reactants [O:1]=[C:2]1[NH:10][C:5]2=[N:6][CH:7]=[CH:8][CH:9]=[C:4]2[N:3]1[CH:11]1[CH2:16][CH2:15][N:14]([C:17]([O:19][C@H:20]2[C:26]3[N:27]=[C:28]([C:30]([F:33])([F:32])[F:31])[S:29][C:25]=3[C@@H:24]([NH:34]C(OC(C)(C)C)=O)[C@H:23]([C:42]3[CH:47]=[CH:46][CH:45]=[C:44]([F:48])[C:43]=3[F:49])[CH2:22][CH2:21]2)=[O:18])[CH2:13][CH2:12]1.FC(F)(F)C(O)=O, predict the reaction product. The product is: [O:1]=[C:2]1[NH:10][C:5]2=[N:6][CH:7]=[CH:8][CH:9]=[C:4]2[N:3]1[CH:11]1[CH2:16][CH2:15][N:14]([C:17]([O:19][C@H:20]2[C:26]3[N:27]=[C:28]([C:30]([F:31])([F:32])[F:33])[S:29][C:25]=3[C@@H:24]([NH2:34])[C@H:23]([C:42]3[CH:47]=[CH:46][CH:45]=[C:44]([F:48])[C:43]=3[F:49])[CH2:22][CH2:21]2)=[O:18])[CH2:13][CH2:12]1. (7) Given the reactants Cl.[CH3:2][S:3]([C:6]1[CH:24]=[CH:23][C:9]([O:10][CH2:11][C:12]2[N:16]=[C:15]([CH:17]3[CH2:22][CH2:21][NH:20][CH2:19][CH2:18]3)[O:14][N:13]=2)=[CH:8][CH:7]=1)(=[O:5])=[O:4].C(OC(N1[CH2:37][CH2:36][CH:35]([C:38]2O[N:41]=[C:40](COC3C=CC(S(C)(=O)=O)=CC=3)[N:39]=2)[CH2:34]C1)=O)(C)(C)C.CCN(C(C)C)C(C)C.ClC1N=CC(CC)=CN=1, predict the reaction product. The product is: [CH2:36]([C:35]1[CH:38]=[N:39][C:40]([N:20]2[CH2:21][CH2:22][CH:17]([C:15]3[O:14][N:13]=[C:12]([CH2:11][O:10][C:9]4[CH:8]=[CH:7][C:6]([S:3]([CH3:2])(=[O:5])=[O:4])=[CH:24][CH:23]=4)[N:16]=3)[CH2:18][CH2:19]2)=[N:41][CH:34]=1)[CH3:37]. (8) The product is: [CH2:1]([NH:3][C:4]([C:6]1[CH:15]=[CH:14][C:9]2[N:10]=[C:11]([N:18]3[CH2:22][CH2:21][C@@H:20]([N:23]4[CH2:24][CH2:25][CH2:26][CH2:27][CH2:28]4)[CH2:19]3)[O:12][C:8]=2[CH:7]=1)=[O:5])[CH3:2]. Given the reactants [CH2:1]([NH:3][C:4]([C:6]1[CH:15]=[CH:14][C:9]2[NH:10][C:11](=S)[O:12][C:8]=2[CH:7]=1)=[O:5])[CH3:2].Cl.Cl.[NH:18]1[CH2:22][CH2:21][C@@H:20]([N:23]2[CH2:28][CH2:27][CH2:26][CH2:25][CH2:24]2)[CH2:19]1, predict the reaction product. (9) Given the reactants [C:1]([C:5]1[CH:6]=[C:7]([NH:40][S:41]([CH3:44])(=[O:43])=[O:42])[C:8]([O:38][CH3:39])=[C:9]([NH:11][C:12]([C:14]2[N:15]([CH3:37])[C:16]3[C:21]([CH:22]=2)=[CH:20][CH:19]=[CH:18][C:17]=3[CH2:23][N:24]2[CH2:29][CH2:28][CH:27]([C:30]([O:32]C(C)(C)C)=[O:31])[CH2:26][CH2:25]2)=[O:13])[CH:10]=1)([CH3:4])([CH3:3])[CH3:2].Cl, predict the reaction product. The product is: [C:1]([C:5]1[CH:6]=[C:7]([NH:40][S:41]([CH3:44])(=[O:43])=[O:42])[C:8]([O:38][CH3:39])=[C:9]([NH:11][C:12]([C:14]2[N:15]([CH3:37])[C:16]3[C:21]([CH:22]=2)=[CH:20][CH:19]=[CH:18][C:17]=3[CH2:23][N:24]2[CH2:29][CH2:28][CH:27]([C:30]([OH:32])=[O:31])[CH2:26][CH2:25]2)=[O:13])[CH:10]=1)([CH3:4])([CH3:2])[CH3:3]. (10) The product is: [CH3:1][N:2]1[CH:6]=[C:5]([C:7]2[S:15][C:14]3[C:13]([C:16]4[CH2:17][CH2:18][NH:19][CH2:20][CH:21]=4)=[N:12][CH:11]=[N:10][C:9]=3[CH:8]=2)[C:4]([CH3:29])=[N:3]1.[ClH:30]. Given the reactants [CH3:1][N:2]1[CH:6]=[C:5]([C:7]2[S:15][C:14]3[C:13]([C:16]4[CH2:17][CH2:18][N:19](C(OC(C)(C)C)=O)[CH2:20][CH:21]=4)=[N:12][CH:11]=[N:10][C:9]=3[CH:8]=2)[C:4]([CH3:29])=[N:3]1.[ClH:30], predict the reaction product.